Dataset: Catalyst prediction with 721,799 reactions and 888 catalyst types from USPTO. Task: Predict which catalyst facilitates the given reaction. Reactant: [Cl:1][C:2]1[CH:7]=[C:6]([N+:8]([O-])=O)[CH:5]=[CH:4][C:3]=1[C:11]1[CH:16]=[CH:15][CH:14]=[CH:13][C:12]=1[F:17].[Cl-].[NH4+].CO. Product: [Cl:1][C:2]1[CH:7]=[C:6]([NH2:8])[CH:5]=[CH:4][C:3]=1[C:11]1[CH:16]=[CH:15][CH:14]=[CH:13][C:12]=1[F:17]. The catalyst class is: 150.